The task is: Predict the reactants needed to synthesize the given product.. This data is from Full USPTO retrosynthesis dataset with 1.9M reactions from patents (1976-2016). (1) Given the product [P:9]([O-:13])([O-:12])([O-:11])=[O:10].[Fe+2:6].[P:9]([O-:13])([O-:12])([O-:11])=[O:10].[Fe+2:6].[Fe+2:6], predict the reactants needed to synthesize it. The reactants are: S([O-])([O-])(=O)=O.[Fe+2:6].[NH4+].[Fe].[P:9]([OH:13])([O-:12])([O-:11])=[O:10].[K+].[K+].[OH-].[NH4+]. (2) Given the product [F:1][C:2]([F:7])([F:6])[C:3]([O-:5])=[O:4].[NH:49]1[CH2:50][CH2:51][CH2:11][C@H:10]1[C:12]([NH:14][CH2:15][CH2:16][N+:17]12[CH2:18][CH2:19][CH:20]([CH2:21][CH2:22]1)[CH2:23][CH2:24]2)=[O:13].[F:1][C:2]([F:7])([F:6])[C:3]([O-:5])=[O:4].[OH:40][C:27]([C:28]1[CH:33]=[CH:32][CH:31]=[CH:30][CH:29]=1)([C:34]1[CH:39]=[CH:38][CH:37]=[CH:36][CH:35]=1)[C:26]([O:25][C@@H:19]1[CH:20]2[CH2:21][CH2:22][N+:17]([CH2:16][CH2:15][NH:14][C:12]([C@H:52]3[CH2:51][CH2:53][CH2:2][CH2:50][NH:49]3)=[O:13])([CH2:24][CH2:23]2)[CH2:18]1)=[O:41].[F:1][C:2]([F:7])([F:6])[C:3]([O-:5])=[O:4].[OH:40][C:27]([C:28]1[CH:33]=[CH:32][CH:31]=[CH:30][CH:29]=1)([C:34]1[CH:39]=[CH:38][CH:37]=[CH:36][CH:35]=1)[C:26]([O:25][C@@H:19]1[CH:20]2[CH2:21][CH2:22][N+:17]([CH2:16][CH2:15][NH:14][C:12]([C@@H:3]3[CH2:2][CH2:52][CH2:51][CH2:50][NH:49]3)=[O:13])([CH2:24][CH2:23]2)[CH2:18]1)=[O:41].[F:1][C:2]([F:7])([F:6])[C:3]([O-:5])=[O:4].[NH:49]1[CH2:52][CH2:51][C@H:50]1[C:12]([NH:14][CH2:15][CH2:16][N+:17]12[CH2:24][CH2:23][CH:20]([CH2:21][CH2:22]1)[C@@H:19]([O:25][C:26](=[O:41])[C:27]([OH:40])([C:28]1[CH:33]=[CH:32][CH:31]=[CH:30][CH:29]=1)[C:34]1[CH:35]=[CH:36][CH:37]=[CH:38][CH:39]=1)[CH2:18]2)=[O:13], predict the reactants needed to synthesize it. The reactants are: [F:1][C:2]([F:7])([F:6])[C:3]([O-:5])=[O:4].N1[CH2:11][CH:10]([C:12]([NH:14][CH2:15][CH2:16][N+:17]23[CH2:24][CH2:23][CH:20]([CH2:21][CH2:22]2)[C@@H:19]([O:25][C:26](=[O:41])[C:27]([OH:40])([C:34]2[CH:39]=[CH:38][CH:37]=[CH:36][CH:35]=2)[C:28]2[CH:33]=[CH:32][CH:31]=[CH:30][CH:29]=2)[CH2:18]3)=[O:13])C1.C([N:49]1[CH2:52][CH:51]([C:53](O)=O)[CH2:50]1)(OC(C)(C)C)=O. (3) Given the product [C:1]1([CH3:17])[CH:2]=[CH:3][C:4]([S:7]([C:10]2([CH2:15][NH2:16])[CH2:14][CH2:13][CH2:12][CH2:11]2)(=[O:9])=[O:8])=[CH:5][CH:6]=1, predict the reactants needed to synthesize it. The reactants are: [C:1]1([CH3:17])[CH:6]=[CH:5][C:4]([S:7]([C:10]2([C:15]#[N:16])[CH2:14][CH2:13][CH2:12][CH2:11]2)(=[O:9])=[O:8])=[CH:3][CH:2]=1.[H-].[Li+].[Al+3].[H-].[H-].[H-].